Task: Predict which catalyst facilitates the given reaction.. Dataset: Catalyst prediction with 721,799 reactions and 888 catalyst types from USPTO (1) Product: [NH2:24][CH2:23][C:21]1[N:20]=[CH:19][C:17]2[CH2:18][N:13]([C:3]3[C:4]([F:12])=[C:5]([O:10][CH3:11])[CH:6]=[C:7]([O:8][CH3:9])[C:2]=3[F:1])[C:14](=[O:28])[N:15]([CH2:26][CH3:27])[C:16]=2[CH:22]=1. The catalyst class is: 183. Reactant: [F:1][C:2]1[C:7]([O:8][CH3:9])=[CH:6][C:5]([O:10][CH3:11])=[C:4]([F:12])[C:3]=1[N:13]1[CH2:18][C:17]2[CH:19]=[N:20][C:21](/[CH:23]=[N:24]/O)=[CH:22][C:16]=2[N:15]([CH2:26][CH3:27])[C:14]1=[O:28].Cl. (2) Reactant: Cl[S:2]([N:5]=[C:6]=[O:7])(=[O:4])=[O:3].[OH:8][CH2:9][C:10]1[O:11][C:12](=[O:16])[O:13][C:14]=1[CH3:15].[NH2:17][CH2:18][CH2:19][CH2:20][CH2:21][C@H:22]([NH:37][C:38](=[O:47])[O:39][CH2:40][C:41]1[CH:46]=[CH:45][CH:44]=[CH:43][CH:42]=1)[C:23](=[O:36])[NH:24][C:25]1[S:26][CH:27]=[C:28]([C:30]2[CH:35]=[CH:34][CH:33]=[CH:32][CH:31]=2)[N:29]=1. Product: [C:30]1([C:28]2[N:29]=[C:25]([NH:24][C:23](=[O:36])[C@@H:22]([NH:37][C:38]([O:39][CH2:40][C:41]3[CH:42]=[CH:43][CH:44]=[CH:45][CH:46]=3)=[O:47])[CH2:21][CH2:20][CH2:19][CH2:18][NH:17][S:2](=[O:4])(=[O:3])[NH:5][C:6]([O:8][CH2:9][C:10]3[O:11][C:12](=[O:16])[O:13][C:14]=3[CH3:15])=[O:7])[S:26][CH:27]=2)[CH:31]=[CH:32][CH:33]=[CH:34][CH:35]=1. The catalyst class is: 4. (3) Reactant: [NH2:1][C:2]1[CH:7]=[CH:6][CH:5]=[CH:4][N:3]=1.C(N(CC)CC)C.[Cl-].ClC1N(C)CC[NH+]1C.[CH3:24][O:25][C:26]1[C:27](=[O:50])[C:28]([CH3:49])=[C:29]([CH2:35][C:36]2[CH:37]=[CH:38][C:39]([O:45][C:46](=[O:48])[CH3:47])=[C:40]([CH:44]=2)[C:41](O)=[O:42])[C:30](=[O:34])[C:31]=1[O:32][CH3:33]. Product: [N:3]1[CH:4]=[CH:5][CH:6]=[CH:7][C:2]=1[NH:1][C:41](=[O:42])[C:40]1[CH:44]=[C:36]([CH2:35][C:29]2[C:30](=[O:34])[C:31]([O:32][CH3:33])=[C:26]([O:25][CH3:24])[C:27](=[O:50])[C:28]=2[CH3:49])[CH:37]=[CH:38][C:39]=1[O:45][C:46](=[O:48])[CH3:47]. The catalyst class is: 2. (4) Reactant: [F:1][C:2]1[CH:7]=[CH:6][C:5](I)=[CH:4][CH:3]=1.[CH2:9]([O:11][C:12](=[O:17])[C:13](Br)([F:15])[F:14])[CH3:10].C(OCC)(=O)C. Product: [CH2:9]([O:11][C:12](=[O:17])[C:13]([F:15])([F:14])[C:5]1[CH:6]=[CH:7][C:2]([F:1])=[CH:3][CH:4]=1)[CH3:10]. The catalyst class is: 3. (5) Reactant: [CH2:1]([N:8]1[CH2:12][CH2:11][C:10]([C:14]2[CH:19]=[C:18]([F:20])[CH:17]=[C:16]([Cl:21])[CH:15]=2)([OH:13])[CH2:9]1)C1C=CC=CC=1.IC.N1CCOCC1. The catalyst class is: 9. Product: [Cl:21][C:16]1[CH:15]=[C:14]([C:10]2([OH:13])[CH2:11][CH2:12][N:8]([CH3:1])[CH2:9]2)[CH:19]=[C:18]([F:20])[CH:17]=1. (6) Reactant: [C:1]1([CH3:14])[CH:6]=[CH:5][C:4]([O:7][CH2:8][C:9]([O:11]CC)=[O:10])=[CH:3][CH:2]=1.[OH-].[Na+]. Product: [C:1]1([CH3:14])[CH:6]=[CH:5][C:4]([O:7][CH2:8][C:9]([OH:11])=[O:10])=[CH:3][CH:2]=1. The catalyst class is: 14.